From a dataset of Reaction yield outcomes from USPTO patents with 853,638 reactions. Predict the reaction yield, written as a fraction of the theoretical maximum amount of product (1.0 means a 100% yield; for example, 0.34 means a 34% yield). The reactants are [NH2:1][C:2]1[C:3]([OH:16])=[C:4]([C:8]2[CH:9]=[C:10]([C:13]([OH:15])=[O:14])[NH:11][CH:12]=2)[CH:5]=[CH:6][CH:7]=1.[N:17]([O-])=O.[Na+].[CH3:21][C:22]1[CH2:23][C:24](=[O:37])[N:25]([C:27]2[CH:36]=[CH:35][C:34]3[CH2:33][CH2:32][CH2:31][CH2:30][C:29]=3[CH:28]=2)[N:26]=1.C(=O)(O)[O-].[Na+]. The catalyst is Cl. The product is [OH:16][C:3]1[C:2]([NH:1][N:17]=[C:23]2[C:24](=[O:37])[N:25]([C:27]3[CH:36]=[CH:35][C:34]4[CH2:33][CH2:32][CH2:31][CH2:30][C:29]=4[CH:28]=3)[N:26]=[C:22]2[CH3:21])=[CH:7][CH:6]=[CH:5][C:4]=1[C:8]1[CH:9]=[C:10]([C:13]([OH:15])=[O:14])[NH:11][CH:12]=1. The yield is 0.213.